Predict the reaction yield, written as a fraction of the theoretical maximum amount of product (1.0 means a 100% yield; for example, 0.34 means a 34% yield). From a dataset of Reaction yield outcomes from USPTO patents with 853,638 reactions. (1) The reactants are [CH3:1][CH:2]([NH:4][C:5]1[N:13]=[C:12]2[C:8]([N:9]=[C:10]([NH:21][C:22]3[C:27]([F:28])=[CH:26][C:25]([F:29])=[CH:24][C:23]=3[F:30])[N:11]2[C@@H:14]([CH3:20])[CH2:15][CH2:16][C:17]([NH2:19])=[O:18])=[CH:7][N:6]=1)[CH3:3].CC(NC1N=C2C(N=C(NC3C(F)=CC(F)=CC=3F)N2[C@H](C)CCC(OC)=O)=CN=1)C. No catalyst specified. The product is [CH3:3][CH:2]([NH:4][C:5]1[N:13]=[C:12]2[C:8]([N:9]=[C:10]([NH:21][C:22]3[C:23]([F:30])=[CH:24][C:25]([F:29])=[CH:26][C:27]=3[F:28])[N:11]2[C@H:14]([CH3:20])[CH2:15][CH2:16][C:17]([NH2:19])=[O:18])=[CH:7][N:6]=1)[CH3:1]. The yield is 0.570. (2) The reactants are [Cl:1][C:2]1[CH:3]=[C:4]([CH:9]([C:12]2[C:17]([CH2:18][CH3:19])=[C:16]([O:20][CH3:21])[N:15]=[C:14]([O:22][CH3:23])[N:13]=2)C#N)[CH:5]=[C:6]([Cl:8])[CH:7]=1.[H-].[Na+].CN(C=[O:30])C. No catalyst specified. The product is [Cl:1][C:2]1[CH:3]=[C:4]([C:9]([C:12]2[C:17]([CH2:18][CH3:19])=[C:16]([O:20][CH3:21])[N:15]=[C:14]([O:22][CH3:23])[N:13]=2)=[O:30])[CH:5]=[C:6]([Cl:8])[CH:7]=1. The yield is 0.720. (3) The reactants are [F:1][C:2]1[CH:20]=[CH:19][C:5]([O:6][C:7]2[CH:8]=[CH:9][C:10]3[N:14]=[C:13]([CH2:15][OH:16])[N:12]([CH3:17])[C:11]=3[CH:18]=2)=[CH:4][CH:3]=1.O[C:22]1[CH:23]=[C:24]([CH:29]=[CH:30][CH:31]=1)[C:25]([O:27][CH3:28])=[O:26].C(P(CCCC)CCCC)CCC.N(C(N1CCCCC1)=O)=NC(N1CCCCC1)=O. The catalyst is ClCCl. The product is [F:1][C:2]1[CH:20]=[CH:19][C:5]([O:6][C:7]2[CH:8]=[CH:9][C:10]3[N:14]=[C:13]([CH2:15][O:16][C:22]4[CH:23]=[C:24]([CH:29]=[CH:30][CH:31]=4)[C:25]([O:27][CH3:28])=[O:26])[N:12]([CH3:17])[C:11]=3[CH:18]=2)=[CH:4][CH:3]=1. The yield is 0.810.